From a dataset of Forward reaction prediction with 1.9M reactions from USPTO patents (1976-2016). Predict the product of the given reaction. (1) Given the reactants [Cl:1][C:2]1[CH:3]=[C:4]([CH:9]2[C:18]3[C:13](=[CH:14][CH:15]=[CH:16][CH:17]=3)[C:12]([CH:19]([CH3:21])[CH3:20])=[CH:11][CH2:10]2)[CH:5]=[CH:6][C:7]=1[Cl:8], predict the reaction product. The product is: [Cl:1][C:2]1[CH:3]=[C:4]([CH:9]2[C:18]3[C:13](=[CH:14][CH:15]=[CH:16][CH:17]=3)[CH:12]([CH:19]([CH3:21])[CH3:20])[CH2:11][CH2:10]2)[CH:5]=[CH:6][C:7]=1[Cl:8]. (2) Given the reactants [Cl:1][C:2]1[CH:3]=[C:4]([Mg]Br)[CH:5]=[CH:6][C:7]=1[Cl:8].[C:11]([O:15][C:16]([N:18]1[CH2:22][CH:21]([O:23][Si:24]([C:27]([CH3:30])([CH3:29])[CH3:28])([CH3:26])[CH3:25])[CH2:20][C@@:19]1([CH:34]=[O:35])[CH2:31][CH2:32][CH3:33])=[O:17])([CH3:14])([CH3:13])[CH3:12], predict the reaction product. The product is: [C:11]([O:15][C:16]([N:18]1[CH2:22][CH:21]([O:23][Si:24]([C:27]([CH3:30])([CH3:29])[CH3:28])([CH3:26])[CH3:25])[CH2:20][C@:19]1([CH2:31][CH2:32][CH3:33])[CH:34]([C:4]1[CH:5]=[CH:6][C:7]([Cl:8])=[C:2]([Cl:1])[CH:3]=1)[OH:35])=[O:17])([CH3:14])([CH3:13])[CH3:12]. (3) Given the reactants C([O:5][C:6](=[O:19])[CH2:7][O:8][CH2:9][CH2:10][O:11][CH2:12][C:13]1[CH:18]=[CH:17][CH:16]=[CH:15][CH:14]=1)CCC.C(O)(C(F)(F)F)=O, predict the reaction product. The product is: [CH2:12]([O:11][CH2:10][CH2:9][O:8][CH2:7][C:6]([OH:19])=[O:5])[C:13]1[CH:18]=[CH:17][CH:16]=[CH:15][CH:14]=1. (4) Given the reactants C(O[C:6](=O)[NH:7]C1(C2C=CC(C3C(=O)C4C(=CC=C(C#N)C=4)OC=3C3C=CC=CC=3)=CC=2)CCC1)(C)(C)C.[C:38]([O:42][C:43](=[O:75])[NH:44][C:45]1([C:49]2[CH:54]=[CH:53][C:52]([C:55]3[C:64](=[O:65])[C:63]4[C:58](=[CH:59][C:60](Br)=[C:61]([O:66][CH3:67])[CH:62]=4)[O:57][C:56]=3[C:69]3[CH:74]=[CH:73][CH:72]=[CH:71][CH:70]=3)=[CH:51][CH:50]=2)[CH2:48][CH2:47][CH2:46]1)([CH3:41])([CH3:40])[CH3:39], predict the reaction product. The product is: [C:38]([O:42][C:43](=[O:75])[NH:44][C:45]1([C:49]2[CH:54]=[CH:53][C:52]([C:55]3[C:64](=[O:65])[C:63]4[C:58](=[CH:59][C:60]([C:6]#[N:7])=[C:61]([O:66][CH3:67])[CH:62]=4)[O:57][C:56]=3[C:69]3[CH:74]=[CH:73][CH:72]=[CH:71][CH:70]=3)=[CH:51][CH:50]=2)[CH2:48][CH2:47][CH2:46]1)([CH3:41])([CH3:40])[CH3:39]. (5) Given the reactants [CH3:1][C:2](O)([CH3:11])[CH2:3][NH:4][C:5]1[CH:10]=[CH:9][CH:8]=[CH:7][N:6]=1.C(N(S(F)(F)[F:19])CC)C.C(=O)([O-])O.[Na+].C(OCC)(=O)C, predict the reaction product. The product is: [F:19][C:2]([CH3:11])([CH3:1])[CH2:3][NH:4][C:5]1[CH:10]=[CH:9][CH:8]=[CH:7][N:6]=1.